Dataset: Catalyst prediction with 721,799 reactions and 888 catalyst types from USPTO. Task: Predict which catalyst facilitates the given reaction. (1) Reactant: [Br:1][C:2]1[CH:3]=[C:4]2[C:9](=[CH:10][CH:11]=1)[NH:8][C:7](=O)[CH2:6][CH2:5]2.COC1C=CC(P2(SP(C3C=CC(OC)=CC=3)(=S)S2)=[S:22])=CC=1. Product: [Br:1][C:2]1[CH:3]=[C:4]2[C:9](=[CH:10][CH:11]=1)[NH:8][C:7](=[S:22])[CH2:6][CH2:5]2. The catalyst class is: 11. (2) Reactant: FC(F)(F)C(O)=O.[CH2:8]([C:10]([C:35]1[CH:40]=[CH:39][C:38]([B:41]2[O:45][C:44]([CH3:47])([CH3:46])[C:43]([CH3:49])([CH3:48])[O:42]2)=[C:37]([CH3:50])[CH:36]=1)([C:13]1[CH:18]=[CH:17][C:16]([C:19]#[C:20][C:21]([O:30]COC)([C:26]([F:29])([F:28])[F:27])[C:22]([F:25])([F:24])[F:23])=[C:15]([CH3:34])[CH:14]=1)[CH2:11][CH3:12])[CH3:9]. Product: [CH2:8]([C:10]([C:13]1[CH:18]=[CH:17][C:16]([C:19]#[C:20][C:21]([C:22]([F:25])([F:23])[F:24])([OH:30])[C:26]([F:28])([F:27])[F:29])=[C:15]([CH3:34])[CH:14]=1)([C:35]1[CH:40]=[CH:39][C:38]([B:41]2[O:45][C:44]([CH3:46])([CH3:47])[C:43]([CH3:48])([CH3:49])[O:42]2)=[C:37]([CH3:50])[CH:36]=1)[CH2:11][CH3:12])[CH3:9]. The catalyst class is: 4.